From a dataset of Reaction yield outcomes from USPTO patents with 853,638 reactions. Predict the reaction yield, written as a fraction of the theoretical maximum amount of product (1.0 means a 100% yield; for example, 0.34 means a 34% yield). (1) The reactants are C([Si](C)(C)[O:6][C:7]1[CH:8]=[C:9]([CH:23]=[CH:24][C:25]=1[O:26][CH3:27])[C:10]([C:12]1[CH:13]=[CH:14][C:15]([Cl:22])=[C:16]([S:18]([NH2:21])(=[O:20])=[O:19])[CH:17]=1)=[O:11])(C)(C)C.[F-].C([N+](CCCC)(CCCC)CCCC)CCC. The catalyst is O1CCCC1. The product is [Cl:22][C:15]1[CH:14]=[CH:13][C:12]([C:10](=[O:11])[C:9]2[CH:23]=[CH:24][C:25]([O:26][CH3:27])=[C:7]([OH:6])[CH:8]=2)=[CH:17][C:16]=1[S:18]([NH2:21])(=[O:20])=[O:19]. The yield is 0.490. (2) The catalyst is COCCOCCOC. The product is [F:1][C:2]1[CH:7]=[CH:6][C:5]([F:8])=[CH:4][C:3]=1[C@H:9]1[CH2:13][CH2:12][CH2:11][N:10]1[C:14]1[CH:19]=[CH:18][N:17]2[N:20]=[CH:21][C:22]([C:23]3[S:43][C:27]([CH:29]4[CH2:34][CH2:33][NH:32][CH2:31][CH2:30]4)=[N:26][N:25]=3)=[C:16]2[N:15]=1. The reactants are [F:1][C:2]1[CH:7]=[CH:6][C:5]([F:8])=[CH:4][C:3]=1[C@H:9]1[CH2:13][CH2:12][CH2:11][N:10]1[C:14]1[CH:19]=[CH:18][N:17]2[N:20]=[CH:21][C:22]([C:23]([NH:25][NH:26][C:27]([CH:29]3[CH2:34][CH2:33][N:32](C(OC(C)(C)C)=O)[CH2:31][CH2:30]3)=O)=O)=[C:16]2[N:15]=1.P12(SP3(SP(SP(S3)(S1)=S)(=S)S2)=S)=[S:43].C([O-])([O-])=O.[Na+].[Na+]. The yield is 0.660. (3) The reactants are C(OC([NH:8][C@@H:9]1[CH2:14][CH2:13][CH2:12][N:11]([CH2:15][CH2:16][O:17][C:18](=[O:23])[C:19]([CH3:22])([CH3:21])[CH3:20])[CH2:10]1)=O)(C)(C)C.C(O)(C(F)(F)F)=O.C1(C)C=CC=CC=1. The catalyst is C(Cl)Cl. The product is [NH2:8][C@@H:9]1[CH2:14][CH2:13][CH2:12][N:11]([CH2:15][CH2:16][O:17][C:18](=[O:23])[C:19]([CH3:21])([CH3:20])[CH3:22])[CH2:10]1. The yield is 0.840. (4) The catalyst is C(OCC)(=O)C. The product is [F:19][C:20]1[C:25]([F:26])=[CH:24][CH:23]=[CH:22][C:21]=1[C:27]1[N:32]=[C:31]([N:33]2[CH2:38][CH2:37][N:36]([C:9]([NH:8][C:5]3[CH:6]=[N:7][C:2]([F:1])=[CH:3][CH:4]=3)=[O:16])[CH2:35][CH2:34]2)[CH:30]=[CH:29][N:28]=1. The yield is 0.750. The reactants are [F:1][C:2]1[N:7]=[CH:6][C:5]([NH:8][C:9](=[O:16])OCC(Cl)(Cl)Cl)=[CH:4][CH:3]=1.Cl.Cl.[F:19][C:20]1[C:25]([F:26])=[CH:24][CH:23]=[CH:22][C:21]=1[C:27]1[N:32]=[C:31]([N:33]2[CH2:38][CH2:37][NH:36][CH2:35][CH2:34]2)[CH:30]=[CH:29][N:28]=1. (5) The reactants are [C:1]([O:7][CH2:8][N:9]1[C:13]2[N:14]=[CH:15][N:16]=[C:17]([C:18]3[CH:19]=[N:20][NH:21][CH:22]=3)[C:12]=2[CH:11]=[CH:10]1)(=[O:6])[C:2]([CH3:5])([CH3:4])[CH3:3].[CH:23]1([CH:28]=[CH:29][C:30]#[N:31])[CH2:27][CH2:26][CH2:25][CH2:24]1.CS(C)=O.C(=O)([O-])[O-].[K+].[K+]. No catalyst specified. The product is [C:1]([O:7][CH2:8][N:9]1[C:13]2[N:14]=[CH:15][N:16]=[C:17]([C:18]3[CH:19]=[N:20][N:21]([CH:28]([CH:23]4[CH2:27][CH2:26][CH2:25][CH2:24]4)[CH2:29][C:30]#[N:31])[CH:22]=3)[C:12]=2[CH:11]=[CH:10]1)(=[O:6])[C:2]([CH3:5])([CH3:4])[CH3:3]. The yield is 0.820. (6) The yield is 0.660. The reactants are [CH2:1]([NH:8][C:9]([C:11]1[C:15]2[CH2:16][CH2:17][C:18]3[CH:19]=[N:20][C:21]([NH:24][C:25]4[CH:30]=[CH:29][C:28]([N:31]5[CH2:36][CH2:35][N:34]([CH3:37])[CH2:33][CH2:32]5)=[CH:27][CH:26]=4)=[N:22][C:23]=3[C:14]=2[N:13]([CH3:38])[N:12]=1)=[O:10])[C:2]1[CH:7]=[CH:6][CH:5]=[CH:4][CH:3]=1.ClC1C=C(C(OO)=[O:47])C=CC=1.C([O-])(O)=O.[Na+]. No catalyst specified. The product is [CH2:1]([NH:8][C:9]([C:11]1[C:15]2[CH2:16][CH2:17][C:18]3[CH:19]=[N:20][C:21]([NH:24][C:25]4[CH:26]=[CH:27][C:28]([N:31]5[CH2:32][CH2:33][N+:34]([CH3:37])([O-:47])[CH2:35][CH2:36]5)=[CH:29][CH:30]=4)=[N:22][C:23]=3[C:14]=2[N:13]([CH3:38])[N:12]=1)=[O:10])[C:2]1[CH:3]=[CH:4][CH:5]=[CH:6][CH:7]=1. (7) No catalyst specified. The product is [Br:1][C:2]1[C:3]([NH:15][CH:16]2[CH2:21][CH2:20][N:19]([CH3:22])[CH2:18][CH2:17]2)=[CH:4][C:5]([NH2:8])=[N:6][CH:7]=1. The reactants are [Br:1][C:2]1[C:3]([NH:15][CH:16]2[CH2:21][CH2:20][N:19]([CH3:22])[CH2:18][CH2:17]2)=[CH:4][C:5]([NH:8]C(=O)C(C)(C)C)=[N:6][CH:7]=1.Cl. The yield is 1.00. (8) The reactants are C([Li])CCC.Br[C:7]1[C:8]([O:14][CH3:15])=[N:9][CH:10]=[C:11]([F:13])[CH:12]=1.[Si:16]([O:23][CH2:24]/[CH:25]=[N:26]/[S@:27]([C:29]([CH3:32])([CH3:31])[CH3:30])=[O:28])([C:19]([CH3:22])([CH3:21])[CH3:20])([CH3:18])[CH3:17].C([O-])(O)=O.[Na+]. The catalyst is C1(C)C=CC=CC=1.[Cl-].[Na+].O.CCOC(C)=O. The product is [Si:16]([O:23][CH2:24][C@@H:25]([NH:26][S@:27]([C:29]([CH3:32])([CH3:31])[CH3:30])=[O:28])[C:7]1[C:8]([O:14][CH3:15])=[N:9][CH:10]=[C:11]([F:13])[CH:12]=1)([C:19]([CH3:22])([CH3:21])[CH3:20])([CH3:18])[CH3:17]. The yield is 0.240. (9) The reactants are [NH2:1][C:2]1[C:3]([O:12][CH3:13])=[C:4]([CH:9]=[CH:10][CH:11]=1)[C:5]([O:7][CH3:8])=[O:6].C(N(CC)CC)C.[C:21]([C:23]1[CH:31]=[CH:30][C:26]([C:27](Cl)=[O:28])=[CH:25][CH:24]=1)#[N:22]. The catalyst is ClCCl. The product is [C:21]([C:23]1[CH:31]=[CH:30][C:26]([C:27]([NH:1][C:2]2[C:3]([O:12][CH3:13])=[C:4]([CH:9]=[CH:10][CH:11]=2)[C:5]([O:7][CH3:8])=[O:6])=[O:28])=[CH:25][CH:24]=1)#[N:22]. The yield is 0.670. (10) The reactants are [OH-].[Na+].Br[CH2:4][CH2:5]Cl.[N:7]1[C:16]2[C:11](=[CH:12][C:13]([CH2:17][C:18]#[N:19])=[CH:14][CH:15]=2)[CH:10]=[CH:9][CH:8]=1. The catalyst is [Cl-].C([N+](CC)(CC)CC)C1C=CC=CC=1.O. The product is [N:7]1[C:16]2[C:11](=[CH:12][C:13]([C:17]3([C:18]#[N:19])[CH2:5][CH2:4]3)=[CH:14][CH:15]=2)[CH:10]=[CH:9][CH:8]=1. The yield is 0.960.